This data is from Forward reaction prediction with 1.9M reactions from USPTO patents (1976-2016). The task is: Predict the product of the given reaction. (1) Given the reactants N[C:2]1[CH:10]=[CH:9][C:5]([C:6]([OH:8])=[O:7])=[CH:4][C:3]=1[N+:11]([O-:13])=[O:12].N([O-])=O.[Na+].[I-:18].[K+], predict the reaction product. The product is: [I:18][C:2]1[CH:10]=[CH:9][C:5]([C:6]([OH:8])=[O:7])=[CH:4][C:3]=1[N+:11]([O-:13])=[O:12]. (2) Given the reactants C1(P(C2C=CC=CC=2)C2C=CC=CC=2)C=CC=CC=1.CC(OC(/N=N/C(OC(C)C)=O)=O)C.[F:34][C:35]1[CH:40]=[C:39]([C:41]2[O:42][CH:43]=[C:44]([CH2:46][N:47]3[CH2:52][CH2:51][CH2:50][CH2:49][CH2:48]3)[N:45]=2)[CH:38]=[CH:37][C:36]=1[OH:53].[N:54]1([CH2:60][CH2:61][CH2:62]O)[CH2:59][CH2:58][CH2:57][CH2:56][CH2:55]1.Cl, predict the reaction product. The product is: [F:34][C:35]1[CH:40]=[C:39]([C:41]2[O:42][CH:43]=[C:44]([CH2:46][N:47]3[CH2:48][CH2:49][CH2:50][CH2:51][CH2:52]3)[N:45]=2)[CH:38]=[CH:37][C:36]=1[O:53][CH2:62][CH2:61][CH2:60][N:54]1[CH2:59][CH2:58][CH2:57][CH2:56][CH2:55]1.